Dataset: Full USPTO retrosynthesis dataset with 1.9M reactions from patents (1976-2016). Task: Predict the reactants needed to synthesize the given product. (1) The reactants are: [Br:1][C:2]1[CH:3]=[C:4]([NH2:9])[C:5]([Cl:8])=[N:6][CH:7]=1.[F:10][C:11]1[CH:16]=[C:15]([F:17])[CH:14]=[CH:13][C:12]=1[S:18](Cl)(=[O:20])=[O:19]. Given the product [Br:1][C:2]1[CH:3]=[C:4]([N:9]([S:18]([C:12]2[CH:13]=[CH:14][C:15]([F:17])=[CH:16][C:11]=2[F:10])(=[O:20])=[O:19])[S:18]([C:12]2[CH:13]=[CH:14][C:15]([F:17])=[CH:16][C:11]=2[F:10])(=[O:20])=[O:19])[C:5]([Cl:8])=[N:6][CH:7]=1, predict the reactants needed to synthesize it. (2) Given the product [Br:8][C:9]1[CH:16]=[CH:15][C:12]([CH2:13][O:5][CH2:4][CH2:3][O:2][CH3:1])=[CH:11][CH:10]=1, predict the reactants needed to synthesize it. The reactants are: [CH3:1][O:2][CH2:3][CH2:4][OH:5].[H-].[Na+].[Br:8][C:9]1[CH:16]=[CH:15][C:12]([CH2:13]Br)=[CH:11][CH:10]=1. (3) Given the product [CH:35]1([CH:40]2[CH2:48][C:47]3[C:42](=[C:43]([CH3:66])[C:44]([CH3:65])=[C:45]([O:49][CH2:50][C:51]4[CH:56]=[CH:55][CH:54]=[C:53]([B:57]5[O:58][CH2:59][C:60]([CH3:63])([CH3:64])[CH2:61][O:62]5)[CH:52]=4)[CH:46]=3)[C:41]2=[O:67])[CH2:39][CH2:38][CH2:37][CH2:36]1.[CH:80]1([CH:85]2[CH2:93][C:92]3[C:87](=[C:88]([CH3:114])[C:89]([CH3:113])=[C:90]([O:94][CH2:95][C:96]4[CH:97]=[C:98]([C:102]5[C:107]([F:108])=[CH:106][CH:105]=[C:104]([C:109]([O:111][CH3:112])=[O:110])[CH:103]=5)[CH:99]=[CH:100][CH:101]=4)[CH:91]=3)[C:86]2=[O:115])[CH2:81][CH2:82][CH2:83][CH2:84]1.[CH:80]1([CH:85]2[CH2:93][C:92]3[C:87](=[C:88]([CH3:114])[C:89]([CH3:113])=[C:90]([O:94][CH2:95][C:96]4[CH:97]=[C:98]([C:102]5[C:107]([F:108])=[CH:106][CH:105]=[C:104]([C:109]([OH:111])=[O:110])[CH:103]=5)[CH:99]=[CH:100][CH:101]=4)[CH:91]=3)[C:86]2=[O:115])[CH2:81][CH2:82][CH2:83][CH2:84]1, predict the reactants needed to synthesize it. The reactants are: BrCC1C=C(B2OCC(C)(C)CO2)C=CC=1.C1(C2CC3C(=C(C)C(C)=C(O)C=3)C2=O)CCCC1.[CH:35]1([CH:40]2[CH2:48][C:47]3[C:42](=[C:43]([CH3:66])[C:44]([CH3:65])=[C:45]([O:49][CH2:50][C:51]4[CH:56]=[CH:55][CH:54]=[C:53]([B:57]5[O:62][CH2:61][C:60]([CH3:64])([CH3:63])[CH2:59][O:58]5)[CH:52]=4)[CH:46]=3)[C:41]2=[O:67])[CH2:39][CH2:38][CH2:37][CH2:36]1.BrC1C=C(C=CC=1F)C(OC)=O.[CH:80]1([CH:85]2[CH2:93][C:92]3[C:87](=[C:88]([CH3:114])[C:89]([CH3:113])=[C:90]([O:94][CH2:95][C:96]4[CH:97]=[C:98]([C:102]5[C:107]([F:108])=[CH:106][CH:105]=[C:104]([C:109]([O:111][CH3:112])=[O:110])[CH:103]=5)[CH:99]=[CH:100][CH:101]=4)[CH:91]=3)[C:86]2=[O:115])[CH2:84][CH2:83][CH2:82][CH2:81]1. (4) Given the product [NH2:25][C@H:13]([CH2:14][C:15]1[CH:16]=[CH:17][C:18]([C:21]([F:23])([F:24])[F:22])=[CH:19][CH:20]=1)[C:12]([NH:11][C:8]1[CH:9]=[CH:10][C:5]2[C:4]([CH3:35])([CH3:34])[O:3][B:2]([OH:1])[C:6]=2[CH:7]=1)=[O:33], predict the reactants needed to synthesize it. The reactants are: [OH:1][B:2]1[C:6]2[CH:7]=[C:8]([NH:11][C:12](=[O:33])[C@H:13]([NH:25]C(=O)OC(C)(C)C)[CH2:14][C:15]3[CH:20]=[CH:19][C:18]([C:21]([F:24])([F:23])[F:22])=[CH:17][CH:16]=3)[CH:9]=[CH:10][C:5]=2[C:4]([CH3:35])([CH3:34])[O:3]1.Cl.CCOC(C)=O. (5) Given the product [Cl:41][C:36]1[CH:37]=[CH:38][CH:39]=[CH:40][C:35]=1[N:34]1[C:30]2[NH:29][C:27](=[O:28])[CH:26]=[CH:42][C:31]=2[CH:32]=[N:33]1, predict the reactants needed to synthesize it. The reactants are: C[Si]([N-][Si](C)(C)C)(C)C.[K+].C1[O:28][CH2:27][CH2:26]OCCOCCOCCOCCOC1.[NH2:29][C:30]1[N:34]([C:35]2[CH:40]=[CH:39][CH:38]=[CH:37][C:36]=2[Cl:41])[N:33]=[CH:32][C:31]=1[CH:42]=O.[NH4+].[Cl-]. (6) Given the product [C:32]1([CH3:35])[CH:31]=[CH:30][C:29]([C:11]2[NH:10][CH:14]=[C:13]([C:15]([C:17]3[CH:22]=[C:21]([O:23][CH3:24])[C:20]([O:25][CH3:26])=[C:19]([O:27][CH3:28])[CH:18]=3)=[O:16])[N:12]=2)=[CH:34][CH:33]=1, predict the reactants needed to synthesize it. The reactants are: C1(S([N:10]2[CH:14]=[C:13]([C:15]([C:17]3[CH:22]=[C:21]([O:23][CH3:24])[C:20]([O:25][CH3:26])=[C:19]([O:27][CH3:28])[CH:18]=3)=[O:16])[N:12]=[C:11]2[C:29]2[CH:34]=[CH:33][C:32]([CH3:35])=[CH:31][CH:30]=2)(=O)=O)C=CC=CC=1.[F-].C([N+](CCCC)(CCCC)CCCC)CCC.C([O-])(O)=O.[Na+]. (7) Given the product [CH2:1]([N:8]1[CH2:9][CH2:10][N:11]([C:14]2[CH:23]=[CH:22][CH:21]=[CH:20][C:15]=2[C:16]([OH:18])=[O:17])[CH2:12][CH2:13]1)[C:2]1[CH:3]=[CH:4][CH:5]=[CH:6][CH:7]=1, predict the reactants needed to synthesize it. The reactants are: [CH2:1]([N:8]1[CH2:13][CH2:12][N:11]([C:14]2[CH:23]=[CH:22][CH:21]=[CH:20][C:15]=2[C:16]([O:18]C)=[O:17])[CH2:10][CH2:9]1)[C:2]1[CH:7]=[CH:6][CH:5]=[CH:4][CH:3]=1.[Li+].[OH-].